This data is from Full USPTO retrosynthesis dataset with 1.9M reactions from patents (1976-2016). The task is: Predict the reactants needed to synthesize the given product. Given the product [F:33][C:30]1[CH:31]=[CH:32][C:27]([C:26]2[S:25][C:24]([CH3:34])=[N:23][C:22]=2[C:20]([N:15]2[CH2:16][CH2:17][CH2:18][CH2:19][CH:14]2[CH2:13][C:10]2[O:11][CH:12]=[C:8]([C:3]3[CH:4]=[CH:5][CH:6]=[CH:7][C:2]=3[C:35]#[N:36])[N:9]=2)=[O:21])=[CH:28][CH:29]=1, predict the reactants needed to synthesize it. The reactants are: Br[C:2]1[CH:7]=[CH:6][CH:5]=[CH:4][C:3]=1[C:8]1[N:9]=[C:10]([CH2:13][CH:14]2[CH2:19][CH2:18][CH2:17][CH2:16][N:15]2[C:20]([C:22]2[N:23]=[C:24]([CH3:34])[S:25][C:26]=2[C:27]2[CH:32]=[CH:31][C:30]([F:33])=[CH:29][CH:28]=2)=[O:21])[O:11][CH:12]=1.[CH3:35][N:36]1C(=O)CCC1.